From a dataset of M1 muscarinic receptor antagonist screen with 61,756 compounds. Binary Classification. Given a drug SMILES string, predict its activity (active/inactive) in a high-throughput screening assay against a specified biological target. The molecule is S(=O)(=O)(N1CCCCC1)c1cc(S(=O)(=O)NCc2occc2)ccc1. The result is 0 (inactive).